The task is: Predict the reaction yield, written as a fraction of the theoretical maximum amount of product (1.0 means a 100% yield; for example, 0.34 means a 34% yield).. This data is from Reaction yield outcomes from USPTO patents with 853,638 reactions. (1) The reactants are [C:1]([O:9][CH2:10][C:11]1[CH:15]=[C:14]([CH3:16])[O:13][N:12]=1)(=[O:8])[C:2]1[CH:7]=[CH:6][CH:5]=[CH:4][CH:3]=1.C1C(=O)N([Br:24])C(=O)C1.OS(O)(=O)=O.C([O-])(O)=O.[Na+]. The catalyst is CC(O)=O. The product is [C:1]([O:9][CH2:10][C:11]1[C:15]([Br:24])=[C:14]([CH3:16])[O:13][N:12]=1)(=[O:8])[C:2]1[CH:3]=[CH:4][CH:5]=[CH:6][CH:7]=1. The yield is 0.830. (2) The reactants are [C:1]([O:7][CH2:8][C@@H:9]([C:24]([O:26][C:27]([CH3:30])([CH3:29])[CH3:28])=[O:25])[C@@H:10]([C:14]1[CH:19]=[CH:18][C:17]([C:20]([F:23])([F:22])[F:21])=[CH:16][CH:15]=1)/[CH:11]=C/C)(=[O:6])[C:2]([CH3:5])([CH3:4])[CH3:3].C(Cl)Cl.[BH4-].[Na+].C[OH:37]. No catalyst specified. The product is [C:1]([O:7][CH2:8][C@@H:9]([C:24]([O:26][C:27]([CH3:28])([CH3:30])[CH3:29])=[O:25])[C@@H:10]([C:14]1[CH:15]=[CH:16][C:17]([C:20]([F:22])([F:21])[F:23])=[CH:18][CH:19]=1)[CH2:11][OH:37])(=[O:6])[C:2]([CH3:4])([CH3:3])[CH3:5]. The yield is 1.00. (3) The reactants are [Cl:1][C:2]1[N:7]=[CH:6][C:5]([C:8](O)([CH3:10])[CH3:9])=[CH:4][CH:3]=1.[OH:12]S(O)(=O)=O.[CH3:17][C:18]#[N:19]. The catalyst is [NH4+].[OH-]. The product is [Cl:1][C:2]1[N:7]=[CH:6][C:5]([C:8]([NH:19][C:18](=[O:12])[CH3:17])([CH3:10])[CH3:9])=[CH:4][CH:3]=1. The yield is 0.726. (4) The yield is 0.710. The product is [CH3:13][C:10]1([CH3:14])[CH2:11][CH2:12][N:7]([CH2:6][C:5]2[CH:15]=[CH:16][C:2]([B:17]3[O:21][C:20]([CH3:23])([CH3:22])[C:19]([CH3:25])([CH3:24])[O:18]3)=[CH:3][CH:4]=2)[CH2:8][CH2:9]1. The catalyst is O1CCOCC1.CS(C)=O.C(OCC)(=O)C. The reactants are Br[C:2]1[CH:16]=[CH:15][C:5]([CH2:6][N:7]2[CH2:12][CH2:11][C:10]([CH3:14])([CH3:13])[CH2:9][CH2:8]2)=[CH:4][CH:3]=1.[B:17]1([B:17]2[O:21][C:20]([CH3:23])([CH3:22])[C:19]([CH3:25])([CH3:24])[O:18]2)[O:21][C:20]([CH3:23])([CH3:22])[C:19]([CH3:25])([CH3:24])[O:18]1.C([O-])(=O)C.[K+].